This data is from Buchwald-Hartwig C-N cross coupling reaction yields with 55,370 reactions. The task is: Predict the reaction yield, written as a fraction of the theoretical maximum amount of product (1.0 means a 100% yield; for example, 0.34 means a 34% yield). (1) The reactants are FC(F)(F)c1ccc(I)cc1.Cc1ccc(N)cc1.O=S(=O)(O[Pd]1c2ccccc2-c2ccccc2N~1)C(F)(F)F.CC(C)c1cc(C(C)C)c(-c2ccccc2P(C2CCCCC2)C2CCCCC2)c(C(C)C)c1.CN(C)C(=NC(C)(C)C)N(C)C.c1ccc(-c2ccon2)cc1. No catalyst specified. The product is Cc1ccc(Nc2ccc(C(F)(F)F)cc2)cc1. The yield is 0.347. (2) The reactants are CCc1ccc(Br)cc1.Cc1ccc(N)cc1.O=S(=O)(O[Pd]1c2ccccc2-c2ccccc2N~1)C(F)(F)F.CC(C)c1cc(C(C)C)c(-c2ccccc2P(C2CCCCC2)C2CCCCC2)c(C(C)C)c1.CN(C)C(=NC(C)(C)C)N(C)C.CCOC(=O)c1cc(C)on1. No catalyst specified. The product is CCc1ccc(Nc2ccc(C)cc2)cc1. The yield is 0.390. (3) The reactants are Ic1cccnc1.Cc1ccc(N)cc1.O=S(=O)(O[Pd]1c2ccccc2-c2ccccc2N~1)C(F)(F)F.COc1ccc(OC)c(P([C@]23C[C@H]4C[C@H](C[C@H](C4)C2)C3)[C@]23C[C@H]4C[C@H](C[C@H](C4)C2)C3)c1-c1c(C(C)C)cc(C(C)C)cc1C(C)C.CN1CCCN2CCCN=C12.c1ccc(CN(Cc2ccccc2)c2ccno2)cc1. No catalyst specified. The product is Cc1ccc(Nc2cccnc2)cc1. The yield is 0.674. (4) The reactants are FC(F)(F)c1ccc(Cl)cc1.Cc1ccc(N)cc1.O=S(=O)(O[Pd]1c2ccccc2-c2ccccc2N~1)C(F)(F)F.COc1ccc(OC)c(P([C@]23C[C@H]4C[C@H](C[C@H](C4)C2)C3)[C@]23C[C@H]4C[C@H](C[C@H](C4)C2)C3)c1-c1c(C(C)C)cc(C(C)C)cc1C(C)C.CN1CCCN2CCCN=C12.COC(=O)c1cc(-c2cccs2)on1. No catalyst specified. The product is Cc1ccc(Nc2ccc(C(F)(F)F)cc2)cc1. The yield is 0.0257.